Dataset: Forward reaction prediction with 1.9M reactions from USPTO patents (1976-2016). Task: Predict the product of the given reaction. (1) Given the reactants [F:1][C@H:2]([C:17]1[C:22]([I:23])=[CH:21][CH:20]=[CH:19][C:18]=1[F:24])[C:3](N([C@H](C)[C@H](O)C1C=CC=CC=1)C)=[O:4].[OH:25]S(O)(=O)=O, predict the reaction product. The product is: [F:1][C@H:2]([C:17]1[C:22]([I:23])=[CH:21][CH:20]=[CH:19][C:18]=1[F:24])[C:3]([OH:4])=[O:25]. (2) Given the reactants C([O:3][C:4](=[O:18])[CH2:5][C:6]1[NH:15][C:14]2[C:9](=[N:10][CH:11]=[CH:12][CH:13]=2)[S:8](=[O:17])(=[O:16])[N:7]=1)C.[OH-].[Na+:20], predict the reaction product. The product is: [Na+:20].[O:17]=[S:8]1(=[O:16])[C:9]2[C:14](=[CH:13][CH:12]=[CH:11][N:10]=2)[NH:15][C:6]([CH2:5][C:4]([O-:18])=[O:3])=[N:7]1. (3) Given the reactants [CH3:1][C:2]1([C:15]2[CH:20]=[CH:19][CH:18]=[CH:17][CH:16]=2)[C:6](=[O:7])[CH:5]=[C:4](/[CH:8]=[CH:9]/[C:10]2[CH:14]=[CH:13][S:12][CH:11]=2)[O:3]1.[SH:21][CH:22]([CH2:25][SH:26])[CH2:23][OH:24], predict the reaction product. The product is: [OH:24][CH2:23][CH:22]([SH:21])[CH2:25][S:26][CH:9]([C:10]1[CH:14]=[CH:13][S:12][CH:11]=1)[CH2:8][C:4]1[O:3][C:2]([CH3:1])([C:15]2[CH:20]=[CH:19][CH:18]=[CH:17][CH:16]=2)[C:6](=[O:7])[CH:5]=1.